Dataset: Forward reaction prediction with 1.9M reactions from USPTO patents (1976-2016). Task: Predict the product of the given reaction. (1) Given the reactants CO[CH:3](OC)[CH2:4][C:5]1[CH:28]=[CH:27][C:8]([NH:9][CH:10]2[CH2:15][CH2:14][N:13]([C:16]([N:18]3[CH2:22][CH2:21][CH2:20][C@H:19]3[C:23]([O:25][CH3:26])=[O:24])=[O:17])[CH2:12][CH2:11]2)=[CH:7][CH:6]=1.[I-].[Na+].Cl[Si](Cl)(Cl)C.[C:38](O)(=[O:40])C.NC[C@@H]([C:46]1[CH:47]=[CH:48][C:49](O)=[C:50]([NH:52][S:53]([CH3:56])(=[O:55])=[O:54])[CH:51]=1)O.[C:58]([BH3-])#[N:59].[Na+].C[OH:63], predict the reaction product. The product is: [OH:40][C@H:38]([C:49]1[CH:48]=[CH:47][C:46]([OH:63])=[CH:51][C:50]=1[NH:52][S:53]([CH3:56])(=[O:54])=[O:55])[CH2:58][NH:59][CH2:3][CH2:4][C:5]1[CH:28]=[CH:27][C:8]([NH:9][CH:10]2[CH2:11][CH2:12][N:13]([C:16]([N:18]3[CH2:22][CH2:21][CH2:20][C@H:19]3[C:23]([O:25][CH3:26])=[O:24])=[O:17])[CH2:14][CH2:15]2)=[CH:7][CH:6]=1. (2) The product is: [F:39][C:36]1([F:38])[CH2:35][N:34]([S:31]([C:26]2[CH:27]=[CH:28][CH:29]=[CH:30][C:25]=2[C:6]2[CH:5]=[CH:4][C:3]([C:17]3[N:18]=[CH:19][C:20]([NH2:23])=[N:21][CH:22]=3)=[C:2]([F:1])[CH:7]=2)(=[O:33])=[O:32])[CH2:37]1. Given the reactants [F:1][C:2]1[CH:7]=[C:6](B2OC(C)(C)C(C)(C)O2)[CH:5]=[CH:4][C:3]=1[C:17]1[N:18]=[CH:19][C:20]([NH2:23])=[N:21][CH:22]=1.Br[C:25]1[CH:30]=[CH:29][CH:28]=[CH:27][C:26]=1[S:31]([N:34]1[CH2:37][C:36]([F:39])([F:38])[CH2:35]1)(=[O:33])=[O:32], predict the reaction product. (3) Given the reactants [CH3:1][O:2][C:3]1[CH:4]=[C:5]2[C:10](=[CH:11][C:12]=1[O:13][CH3:14])[N:9]=[CH:8][CH:7]=[C:6]2[O:15][C:16]1[CH:22]=[CH:21][C:19]([NH2:20])=[C:18]([CH3:23])[C:17]=1[CH3:24].ClC(Cl)(O[C:29](=[O:35])OC(Cl)(Cl)Cl)Cl.[F:37][C:38]1[CH:44]=[CH:43][C:41]([NH2:42])=[C:40]([CH3:45])[CH:39]=1.CO, predict the reaction product. The product is: [CH3:1][O:2][C:3]1[CH:4]=[C:5]2[C:10](=[CH:11][C:12]=1[O:13][CH3:14])[N:9]=[CH:8][CH:7]=[C:6]2[O:15][C:16]1[CH:22]=[CH:21][C:19]([NH:20][C:29]([NH:42][C:41]2[CH:43]=[CH:44][C:38]([F:37])=[CH:39][C:40]=2[CH3:45])=[O:35])=[C:18]([CH3:23])[C:17]=1[CH3:24]. (4) Given the reactants C[O:2][C:3](=[O:37])[CH2:4][CH2:5][CH:6]([NH:22][C:23](=[O:36])[CH2:24][CH2:25][CH2:26][CH2:27][CH2:28][CH2:29][C:30]1[CH:35]=[CH:34][CH:33]=[CH:32][CH:31]=1)[CH2:7][C:8]1[CH:13]=[CH:12][C:11]([O:14][CH2:15][C:16]2[CH:21]=[CH:20][CH:19]=[CH:18][CH:17]=2)=[CH:10][CH:9]=1.[OH-].[Na+], predict the reaction product. The product is: [CH2:15]([O:14][C:11]1[CH:12]=[CH:13][C:8]([CH2:7][CH:6]([NH:22][C:23](=[O:36])[CH2:24][CH2:25][CH2:26][CH2:27][CH2:28][CH2:29][C:30]2[CH:31]=[CH:32][CH:33]=[CH:34][CH:35]=2)[CH2:5][CH2:4][C:3]([OH:37])=[O:2])=[CH:9][CH:10]=1)[C:16]1[CH:17]=[CH:18][CH:19]=[CH:20][CH:21]=1. (5) Given the reactants [CH2:1]([O:3][C:4](=[O:15])[CH2:5][C:6]1[CH:11]=[CH:10][C:9]([O:12][CH3:13])=[C:8](Br)[CH:7]=1)[CH3:2].[B:16]1([B:16]2[O:20][C:19]([CH3:22])([CH3:21])[C:18]([CH3:24])([CH3:23])[O:17]2)[O:20][C:19]([CH3:22])([CH3:21])[C:18]([CH3:24])([CH3:23])[O:17]1.C([O-])(=O)C.[K+], predict the reaction product. The product is: [CH2:1]([O:3][C:4](=[O:15])[CH2:5][C:6]1[CH:11]=[CH:10][C:9]([O:12][CH3:13])=[C:8]([B:16]2[O:20][C:19]([CH3:22])([CH3:21])[C:18]([CH3:24])([CH3:23])[O:17]2)[CH:7]=1)[CH3:2]. (6) Given the reactants [F:1][C:2]([F:14])([F:13])[O:3][C:4]1[CH:9]=[CH:8][C:7]([C:10](=O)[CH3:11])=[CH:6][CH:5]=1.[CH3:15][C:16]([S@:19]([NH2:21])=[O:20])([CH3:18])[CH3:17], predict the reaction product. The product is: [CH3:15][C:16]([S@:19]([NH:21][CH:10]([C:7]1[CH:8]=[CH:9][C:4]([O:3][C:2]([F:14])([F:13])[F:1])=[CH:5][CH:6]=1)[CH3:11])=[O:20])([CH3:18])[CH3:17].